Task: Predict the reactants needed to synthesize the given product.. Dataset: Full USPTO retrosynthesis dataset with 1.9M reactions from patents (1976-2016) (1) Given the product [F:31][C:28]([F:29])([F:30])[C:25]1[CH:26]=[CH:27][C:22]([C:19]2[CH:18]=[C:17]([CH2:16][S:15][C:12]3[CH:13]=[CH:14][C:6]([O:5][CH2:4][C:3]([OH:32])=[O:2])=[C:7]4[C:11]=3[CH2:10][CH2:9][CH2:8]4)[O:21][N:20]=2)=[CH:23][CH:24]=1, predict the reactants needed to synthesize it. The reactants are: C[O:2][C:3](=[O:32])[CH2:4][O:5][C:6]1[CH:14]=[CH:13][C:12]([S:15][CH2:16][C:17]2[O:21][N:20]=[C:19]([C:22]3[CH:27]=[CH:26][C:25]([C:28]([F:31])([F:30])[F:29])=[CH:24][CH:23]=3)[CH:18]=2)=[C:11]2[C:7]=1[CH2:8][CH2:9][CH2:10]2.C(O)(C(F)(F)F)=O.[K+].[Br-]. (2) Given the product [OH:40][CH:10]([CH2:11][OH:5])[CH2:9][O:12][C@H:13]1[CH2:17][N:16]([C:18]([O:20][C:21]([CH3:22])([CH3:23])[CH3:24])=[O:19])[C@@H:15]([C:25]([O:27][CH3:28])=[O:26])[CH2:14]1, predict the reactants needed to synthesize it. The reactants are: C[N+]1([O-])CC[O:5]CC1.[CH2:9]([O:12][C@H:13]1[CH2:17][N:16]([C:18]([O:20][C:21]([CH3:24])([CH3:23])[CH3:22])=[O:19])[C@@H:15]([C:25]([O:27][CH3:28])=[O:26])[CH2:14]1)[CH:10]=[CH2:11].C(O)(C)(C)C.S([O-])([O-])=O.[Na+].[Na+].[OH2:40]. (3) Given the product [CH:11]([N:18]1[CH2:19][CH2:20][CH2:21][N:15]([C:22]2[S:26][C:25]([C:27]([O:29][CH2:30][CH3:31])=[O:28])=[CH:24][CH:23]=2)[CH2:16][CH2:17]1)([CH3:12])[CH3:32], predict the reactants needed to synthesize it. The reactants are: C(O[BH-](O[C:11](=O)[CH3:12])OC(=O)C)(=O)C.[Na+].[N:15]1([C:22]2[S:26][C:25]([C:27]([O:29][CH2:30][CH3:31])=[O:28])=[CH:24][CH:23]=2)[CH2:21][CH2:20][CH2:19][NH:18][CH2:17][CH2:16]1.[C:32](O)(=O)C.